This data is from Full USPTO retrosynthesis dataset with 1.9M reactions from patents (1976-2016). The task is: Predict the reactants needed to synthesize the given product. (1) Given the product [CH2:1]([N:4]1[CH2:8][CH2:7][C@@H:6]([C:9]2[CH:10]=[CH:11][C:12]([NH:15][S:35]([C:33]3[S:34][C:30]([C:29]4[O:25][N:26]=[CH:27][CH:28]=4)=[CH:31][CH:32]=3)(=[O:36])=[O:37])=[CH:13][CH:14]=2)[CH2:5]1)[CH2:2][CH3:3], predict the reactants needed to synthesize it. The reactants are: [CH2:1]([N:4]1[CH2:8][CH2:7][C@@H:6]([C:9]2[CH:14]=[CH:13][C:12]([NH2:15])=[CH:11][CH:10]=2)[CH2:5]1)[CH2:2][CH3:3].CN(C1C=CC=CN=1)C.[O:25]1[C:29]([C:30]2[S:34][C:33]([S:35](Cl)(=[O:37])=[O:36])=[CH:32][CH:31]=2)=[CH:28][CH:27]=[N:26]1. (2) Given the product [F:1][C:2]1[CH:7]=[CH:6][C:5]([C:18]2[N:22]3[CH:23]=[CH:24][C:25]([C:27]([OH:30])([CH3:28])[CH3:29])=[N:26][C:21]3=[N:20][CH:19]=2)=[CH:4][C:3]=1[C:11]1[CH:16]=[CH:15][N:14]=[N:13][CH:12]=1, predict the reactants needed to synthesize it. The reactants are: [F:1][C:2]1[CH:7]=[CH:6][C:5](B(O)O)=[CH:4][C:3]=1[C:11]1[CH:16]=[CH:15][N:14]=[N:13][CH:12]=1.Br[C:18]1[N:22]2[CH:23]=[CH:24][C:25]([C:27]([OH:30])([CH3:29])[CH3:28])=[N:26][C:21]2=[N:20][CH:19]=1. (3) Given the product [OH:23][C:19]1[CH:18]=[C:17]([C:11]2[CH:12]=[C:13]3[C:14]([CH:15]=[N:7][NH:16]3)=[C:9]([NH:8][C:45]([CH:39]3[CH2:44][CH2:43][CH2:42][CH2:41][CH2:40]3)=[O:46])[CH:10]=2)[CH:22]=[CH:21][CH:20]=1, predict the reactants needed to synthesize it. The reactants are: O1CCCCC1[N:7]1[CH:15]=[C:14]2[C:9]([CH:10]=[C:11]([C:17]3[CH:22]=[CH:21][CH:20]=[C:19]([O:23]C4CCCCO4)[CH:18]=3)[CH:12]=[C:13]2[NH2:16])=[N:8]1.CCN(C(C)C)C(C)C.[CH:39]1([C:45](Cl)=[O:46])[CH2:44][CH2:43][CH2:42][CH2:41][CH2:40]1.[OH-].[Na+]. (4) Given the product [CH2:1]([C:3]1[O:7][C:6]([NH:8][C:16](=[O:17])[O:18][CH2:19][C:20]([Cl:23])([Cl:22])[Cl:21])=[N:5][N:4]=1)[CH3:2], predict the reactants needed to synthesize it. The reactants are: [CH2:1]([C:3]1[O:7][C:6]([NH2:8])=[N:5][N:4]=1)[CH3:2].N1C=CC=CC=1.Cl[C:16]([O:18][CH2:19][C:20]([Cl:23])([Cl:22])[Cl:21])=[O:17].O. (5) The reactants are: [ClH:1].[NH2:2][CH2:3][CH2:4][S:5][S:6][CH2:7][CH2:8][NH2:9].[OH-:10].[Na+].[Cl:12][CH2:13][CH2:14][CH2:15][C:16](Cl)=[O:17]. Given the product [S:5]([CH2:4][CH2:3][NH:2][C:13](=[O:10])[CH2:14][CH2:15][CH2:16][Cl:1])[S:6][CH2:7][CH2:8][NH:9][C:16](=[O:17])[CH2:15][CH2:14][CH2:13][Cl:12], predict the reactants needed to synthesize it. (6) The reactants are: C1C=C(Cl)C=C(C(OO)=[O:9])C=1.[F:12][C:13]1[CH:14]=[C:15]([CH:26]=[C:27]([F:29])[CH:28]=1)[CH2:16][O:17][C:18]1[CH:19]=[N:20][CH:21]=[C:22]([CH:25]=1)[C:23]#[N:24]. Given the product [C:23]([C:22]1[CH:21]=[N+:20]([O-:9])[CH:19]=[C:18]([O:17][CH2:16][C:15]2[CH:26]=[C:27]([F:29])[CH:28]=[C:13]([F:12])[CH:14]=2)[CH:25]=1)#[N:24], predict the reactants needed to synthesize it.